Dataset: NCI-60 drug combinations with 297,098 pairs across 59 cell lines. Task: Regression. Given two drug SMILES strings and cell line genomic features, predict the synergy score measuring deviation from expected non-interaction effect. Drug 1: CC1=C(C(CCC1)(C)C)C=CC(=CC=CC(=CC(=O)O)C)C. Drug 2: CC(C)(C#N)C1=CC(=CC(=C1)CN2C=NC=N2)C(C)(C)C#N. Cell line: SNB-75. Synergy scores: CSS=-1.57, Synergy_ZIP=-0.905, Synergy_Bliss=-2.88, Synergy_Loewe=-4.02, Synergy_HSA=-3.75.